From a dataset of Reaction yield outcomes from USPTO patents with 853,638 reactions. Predict the reaction yield, written as a fraction of the theoretical maximum amount of product (1.0 means a 100% yield; for example, 0.34 means a 34% yield). (1) The reactants are [CH:1]([O:14][C:15]1[C:24]2[N:23]=[CH:22][CH:21]=[CH:20][C:19]=2[C:18]([C:25]([OH:27])=O)=[C:17]2[CH2:28][N:29]([CH2:32][C:33]3[CH:38]=[CH:37][C:36]([F:39])=[CH:35][CH:34]=3)[C:30](=[O:31])[C:16]=12)([C:8]1[CH:13]=[CH:12][CH:11]=[CH:10][CH:9]=1)[C:2]1[CH:7]=[CH:6][CH:5]=[CH:4][CH:3]=1.[NH2:40][CH2:41][C:42]1[CH:47]=[CH:46][CH:45]=[CH:44][N:43]=1.C(N(CC)CC)C.Cl.CN(C)CCCN=C=NCC.O.ON1C2C=CC=CC=2N=N1. The catalyst is CN(C)C=O. The product is [N:43]1[CH:44]=[CH:45][CH:46]=[CH:47][C:42]=1[CH2:41][NH:40][C:25]([C:18]1[C:19]2[CH:20]=[CH:21][CH:22]=[N:23][C:24]=2[C:15]([O:14][CH:1]([C:2]2[CH:3]=[CH:4][CH:5]=[CH:6][CH:7]=2)[C:8]2[CH:9]=[CH:10][CH:11]=[CH:12][CH:13]=2)=[C:16]2[C:30](=[O:31])[N:29]([CH2:32][C:33]3[CH:38]=[CH:37][C:36]([F:39])=[CH:35][CH:34]=3)[CH2:28][C:17]=12)=[O:27]. The yield is 0.590. (2) The reactants are [CH3:1][C:2]([C:8]1[C:13](=[O:14])[C:12]([CH3:15])=[C:11]([CH3:16])[C:10](=[O:17])[C:9]=1[CH3:18])([CH3:7])[CH2:3][C:4]([OH:6])=[O:5].[N+:19]([O-:33])([O:21][CH2:22][C@H:23]([O:29][N+:30]([O-:32])=[O:31])[CH2:24][CH2:25][CH2:26][CH2:27]O)=[O:20].CCN=C=NCCCN(C)C. The catalyst is C(Cl)Cl.CN(C1C=CN=CC=1)C. The product is [CH3:7][C:2]([C:8]1[C:13](=[O:14])[C:12]([CH3:15])=[C:11]([CH3:16])[C:10](=[O:17])[C:9]=1[CH3:18])([CH3:1])[CH2:3][C:4]([O:6][CH2:27][CH2:26][CH2:25][CH2:24][C@@H:23]([O:29][N+:30]([O-:32])=[O:31])[CH2:22][O:21][N+:19]([O-:33])=[O:20])=[O:5]. The yield is 0.782.